From a dataset of Full USPTO retrosynthesis dataset with 1.9M reactions from patents (1976-2016). Predict the reactants needed to synthesize the given product. (1) Given the product [Br:35][CH2:36][CH2:37][O:1][C:2]1[CH:3]=[CH:4][C:5]([N:8]([CH2:21][C:22]2[CH:27]=[CH:26][CH:25]=[C:24]([O:28][CH:29]3[CH2:34][CH2:33][CH2:32][CH2:31][O:30]3)[CH:23]=2)[S:9]([C:12]2[C:17]([CH3:18])=[CH:16][C:15]([CH3:19])=[CH:14][C:13]=2[CH3:20])(=[O:11])=[O:10])=[CH:6][CH:7]=1, predict the reactants needed to synthesize it. The reactants are: [OH:1][C:2]1[CH:7]=[CH:6][C:5]([N:8]([CH2:21][C:22]2[CH:27]=[CH:26][CH:25]=[C:24]([O:28][CH:29]3[CH2:34][CH2:33][CH2:32][CH2:31][O:30]3)[CH:23]=2)[S:9]([C:12]2[C:17]([CH3:18])=[CH:16][C:15]([CH3:19])=[CH:14][C:13]=2[CH3:20])(=[O:11])=[O:10])=[CH:4][CH:3]=1.[Br:35][CH2:36][CH2:37]Br.[OH-].[Na+]. (2) The reactants are: [N+:1]([C:4]1[CH:12]=[CH:11][CH:10]=[CH:9][C:5]=1[C:6](Cl)=[O:7])([O-:3])=[O:2].[N:13]1C=CC=CC=1. Given the product [N+:1]([C:4]1[CH:12]=[CH:11][CH:10]=[CH:9][C:5]=1[C:6]([NH2:13])=[O:7])([O-:3])=[O:2], predict the reactants needed to synthesize it. (3) Given the product [CH3:1][O:2][C:3]1[CH:8]=[CH:7][C:6]([O:9][C:10]2[CH:15]=[CH:14][CH:13]=[CH:12][CH:11]=2)=[CH:5][C:4]=1[S:16]([Cl:21])(=[O:19])=[O:17], predict the reactants needed to synthesize it. The reactants are: [CH3:1][O:2][C:3]1[CH:8]=[CH:7][C:6]([O:9][C:10]2[CH:15]=[CH:14][CH:13]=[CH:12][CH:11]=2)=[CH:5][C:4]=1[S:16]([OH:19])(=O)=[O:17].P(Cl)(Cl)(Cl)(Cl)[Cl:21]. (4) Given the product [C:37]([Cl:38])(=[O:36])[O:26][CH2:25][CH2:24][N:7]1[CH:6]=[C:5]([C:1]([CH3:4])([CH3:2])[CH3:3])[S:9]/[C:8]/1=[N:10]\[C:11](=[O:23])[C:12]1[CH:17]=[C:16]([C:18]([F:21])([F:19])[F:20])[CH:15]=[CH:14][C:13]=1[F:22], predict the reactants needed to synthesize it. The reactants are: [C:1]([C:5]1[S:9]/[C:8](=[N:10]\[C:11](=[O:23])[C:12]2[CH:17]=[C:16]([C:18]([F:21])([F:20])[F:19])[CH:15]=[CH:14][C:13]=2[F:22])/[N:7]([CH2:24][CH2:25][OH:26])[CH:6]=1)([CH3:4])([CH3:3])[CH3:2].C(N(CC)CC)C.C.C(=O)(OC(Cl)(Cl)Cl)[O:36][C:37](Cl)(Cl)[Cl:38].